Dataset: Full USPTO retrosynthesis dataset with 1.9M reactions from patents (1976-2016). Task: Predict the reactants needed to synthesize the given product. (1) Given the product [OH:2][C:3]1[C:8]2[C:9](=[O:29])/[C:10](=[CH:12]/[C:13]3[C:21]4[C:16](=[CH:17][CH:18]=[CH:19][CH:20]=4)[N:15]([CH3:22])[C:14]=3[C:23]3[CH:28]=[CH:27][CH:26]=[CH:25][CH:24]=3)/[O:11][C:7]=2[CH:6]=[C:5]([O:30][CH3:31])[CH:4]=1, predict the reactants needed to synthesize it. The reactants are: C[O:2][C:3]1[C:8]2[C:9](=[O:29])/[C:10](=[CH:12]/[C:13]3[C:21]4[C:16](=[CH:17][CH:18]=[CH:19][CH:20]=4)[N:15]([CH3:22])[C:14]=3[C:23]3[CH:28]=[CH:27][CH:26]=[CH:25][CH:24]=3)/[O:11][C:7]=2[CH:6]=[C:5]([O:30][CH3:31])[CH:4]=1.B(Br)(Br)Br. (2) Given the product [O:1]1[CH2:6][CH2:5][N:4]([C:7]2[C:8]([C:21]3[CH:26]=[CH:25][CH:24]=[CH:23][CH:22]=3)=[N:9][C:10]3[C:15]([N:16]=2)=[CH:14][C:13]([C:17]([OH:19])=[O:18])=[CH:12][CH:11]=3)[C:3]2[CH:27]=[CH:28][CH:29]=[CH:30][C:2]1=2, predict the reactants needed to synthesize it. The reactants are: [O:1]1[CH2:6][CH2:5][N:4]([C:7]2[C:8]([C:21]3[CH:26]=[CH:25][CH:24]=[CH:23][CH:22]=3)=[N:9][C:10]3[C:15]([N:16]=2)=[CH:14][C:13]([C:17]([O:19]C)=[O:18])=[CH:12][CH:11]=3)[C:3]2[CH:27]=[CH:28][CH:29]=[CH:30][C:2]1=2.[OH-].[Na+].Cl.